This data is from Catalyst prediction with 721,799 reactions and 888 catalyst types from USPTO. The task is: Predict which catalyst facilitates the given reaction. (1) Reactant: [CH3:1][O:2][C:3]([C@@H:5]([N:13]1[CH2:21][C:17]2[CH:18]=[CH:19][S:20][C:16]=2[CH2:15][CH2:14]1)[C:6]1[CH:7]=[CH:8][CH:9]=[CH:10][C:11]=1[Cl:12])=[O:4].C(Cl)Cl.[S:25](=[O:29])(=[O:28])([OH:27])[OH:26]. Product: [CH3:1][O:2][C:3]([C@@H:5]([N:13]1[CH2:21][C:17]2[CH:18]=[CH:19][S:20][C:16]=2[CH2:15][CH2:14]1)[C:6]1[C:11]([Cl:12])=[CH:10][CH:9]=[CH:8][CH:7]=1)=[O:4].[OH:28][S:25]([OH:29])(=[O:27])=[O:26]. The catalyst class is: 81. (2) Reactant: [OH:1][CH2:2][CH2:3][N:4]1[C:16]2[C:15]3[N:14]=[C:13]([NH:17][C:18]4[CH:23]=[C:22]([N:24]5[CH2:29][CH2:28][N:27]([CH3:30])[CH2:26][CH2:25]5)[CH:21]=[CH:20][C:19]=4[O:31][C:32]([F:35])([F:34])[F:33])[N:12]=[CH:11][C:10]=3[CH2:9][CH2:8][C:7]=2[C:6]([C:36]([O-:38])=O)=[N:5]1.[K+].[N:40]1(C([O-])=O)C2C=CC=CC=2N=N1.[NH4+]. Product: [OH:1][CH2:2][CH2:3][N:4]1[C:16]2[C:15]3[N:14]=[C:13]([NH:17][C:18]4[CH:23]=[C:22]([N:24]5[CH2:25][CH2:26][N:27]([CH3:30])[CH2:28][CH2:29]5)[CH:21]=[CH:20][C:19]=4[O:31][C:32]([F:33])([F:35])[F:34])[N:12]=[CH:11][C:10]=3[CH2:9][CH2:8][C:7]=2[C:6]([C:36]([NH2:40])=[O:38])=[N:5]1. The catalyst class is: 287. (3) Reactant: [C:1]([O:5][C:6]([N:8]1[CH2:13][CH:12]=[C:11]([C:14]2[N:19]=[C:18]([C:20]3[CH:25]=[C:24]([C:26]([F:29])([F:28])[F:27])[CH:23]=[C:22]([C:30]([F:33])([F:32])[F:31])[CH:21]=3)[CH:17]=[CH:16][N:15]=2)[CH2:10][CH2:9]1)=[O:7])([CH3:4])([CH3:3])[CH3:2]. Product: [C:1]([O:5][C:6]([N:8]1[CH2:9][CH2:10][CH:11]([C:14]2[N:19]=[C:18]([C:20]3[CH:21]=[C:22]([C:30]([F:31])([F:33])[F:32])[CH:23]=[C:24]([C:26]([F:27])([F:29])[F:28])[CH:25]=3)[CH:17]=[CH:16][N:15]=2)[CH2:12][CH2:13]1)=[O:7])([CH3:4])([CH3:2])[CH3:3]. The catalyst class is: 78. (4) Reactant: [C:1]([O:5][C:6]([NH:8][C@H:9]1[C:13]2([CH2:15][CH2:14]2)[CH2:12][NH:11][CH2:10]1)=[O:7])([CH3:4])([CH3:3])[CH3:2].[F:16][C:17]1[CH:30]=[C:29](F)[C:28]([F:32])=[CH:27][C:18]=1[C:19]([CH2:21][C:22]([O:24][CH2:25][CH3:26])=[O:23])=[O:20].C(N(CC)CC)C. Product: [C:1]([O:5][C:6]([NH:8][C@H:9]1[C:13]2([CH2:14][CH2:15]2)[CH2:12][N:11]([C:29]2[C:28]([F:32])=[CH:27][C:18]([C:19]([CH2:21][C:22]([O:24][CH2:25][CH3:26])=[O:23])=[O:20])=[C:17]([F:16])[CH:30]=2)[CH2:10]1)=[O:7])([CH3:4])([CH3:2])[CH3:3]. The catalyst class is: 10. (5) Product: [CH3:1][O:2][C:3](=[O:15])[CH2:4][O:5][C:6]1[CH:11]=[CH:10][C:9]([Cl:12])=[CH:8][C:7]=1[CH2:13][Br:17]. Reactant: [CH3:1][O:2][C:3](=[O:15])[CH2:4][O:5][C:6]1[CH:11]=[CH:10][C:9]([Cl:12])=[CH:8][C:7]=1[CH2:13]O.P(Br)(Br)[Br:17]. The catalyst class is: 34. (6) Reactant: FC(F)(F)C(O)=O.[NH:8]1[CH2:13][CH2:12][CH:11]([O:14][C:15]2[CH:20]=[CH:19][C:18]([C:21]3[CH2:22][CH2:23][C:24](=[O:27])[NH:25][N:26]=3)=[CH:17][CH:16]=2)[CH2:10][CH2:9]1.C(O)(=O)C.[C:32]1(=O)[CH2:35][CH2:34][CH2:33]1.C([BH3-])#N.[Na+]. Product: [CH:32]1([N:8]2[CH2:9][CH2:10][CH:11]([O:14][C:15]3[CH:16]=[CH:17][C:18]([C:21]4[CH2:22][CH2:23][C:24](=[O:27])[NH:25][N:26]=4)=[CH:19][CH:20]=3)[CH2:12][CH2:13]2)[CH2:35][CH2:34][CH2:33]1. The catalyst class is: 121. (7) Reactant: C(OC(=O)[N:7]([CH2:33][C:34]1[CH:43]=[CH:42][C:37]2[O:38][CH2:39][CH2:40][O:41][C:36]=2[CH:35]=1)[CH:8]1[CH2:13][CH2:12][N:11]([CH2:14][CH2:15][N:16]2[C:25]3[C:20](=[C:21]([C:28](=[O:31])[CH2:29][CH3:30])[CH:22]=[C:23]([O:26][CH3:27])[CH:24]=3)[CH:19]=[CH:18][C:17]2=[O:32])[CH2:10][CH2:9]1)(C)(C)C.[ClH:45].C(OCC)(=O)C. Product: [ClH:45].[O:38]1[C:37]2[CH:42]=[CH:43][C:34]([CH2:33][NH:7][CH:8]3[CH2:13][CH2:12][N:11]([CH2:14][CH2:15][N:16]4[C:25]5[C:20](=[C:21]([C:28](=[O:31])[CH2:29][CH3:30])[CH:22]=[C:23]([O:26][CH3:27])[CH:24]=5)[CH:19]=[CH:18][C:17]4=[O:32])[CH2:10][CH2:9]3)=[CH:35][C:36]=2[O:41][CH2:40][CH2:39]1. The catalyst class is: 13.